Dataset: Forward reaction prediction with 1.9M reactions from USPTO patents (1976-2016). Task: Predict the product of the given reaction. (1) Given the reactants [C:1]([C:5]1[N:10]=[C:9]([O:11][CH2:12][CH3:13])[C:8]([C:14]2[N:15]([C:35](Cl)=[O:36])[C:16]([C:28]3[CH:33]=[CH:32][C:31]([Cl:34])=[CH:30][CH:29]=3)([CH3:27])[C:17]([C:20]3[CH:25]=[CH:24][C:23]([Cl:26])=[CH:22][CH:21]=3)([CH3:19])[N:18]=2)=[CH:7][N:6]=1)([CH3:4])([CH3:3])[CH3:2].[NH:38]1[CH2:43][CH2:42][CH2:41][CH2:40][CH2:39]1, predict the reaction product. The product is: [C:1]([C:5]1[N:10]=[C:9]([O:11][CH2:12][CH3:13])[C:8]([C:14]2[N:15]([C:35]([N:38]3[CH2:43][CH2:42][CH2:41][CH2:40][CH2:39]3)=[O:36])[C@@:16]([C:28]3[CH:33]=[CH:32][C:31]([Cl:34])=[CH:30][CH:29]=3)([CH3:27])[C@@:17]([C:20]3[CH:25]=[CH:24][C:23]([Cl:26])=[CH:22][CH:21]=3)([CH3:19])[N:18]=2)=[CH:7][N:6]=1)([CH3:2])([CH3:3])[CH3:4]. (2) Given the reactants [CH3:1][S:2](Cl)(=[O:4])=[O:3].[OH:6][CH2:7][CH2:8][N:9]([CH3:17])[C:10](=[O:16])[O:11][C:12]([CH3:15])([CH3:14])[CH3:13].O, predict the reaction product. The product is: [CH3:1][S:2]([O:6][CH2:7][CH2:8][N:9]([C:10]([O:11][C:12]([CH3:13])([CH3:14])[CH3:15])=[O:16])[CH3:17])(=[O:4])=[O:3]. (3) Given the reactants [CH3:1][O:2][C:3]1([CH3:31])[CH2:6][N:5]([C:7]([C:9]2[CH:10]=[C:11]3[C:16](=[CH:17][CH:18]=2)[CH:15]=[N:14][CH:13]=[C:12]3[C:19]2[CH:24]=[CH:23][C:22]([C:25]3[CH:26]=[N:27][N:28]([CH3:30])[CH:29]=3)=[CH:21][CH:20]=2)=[O:8])[CH2:4]1.C1C=C(Cl)C=C(C(OO)=[O:40])C=1.[OH-].[Na+], predict the reaction product. The product is: [CH3:1][O:2][C:3]1([CH3:31])[CH2:6][N:5]([C:7]([C:9]2[CH:10]=[C:11]3[C:16](=[CH:17][CH:18]=2)[CH:15]=[N+:14]([O-:40])[CH:13]=[C:12]3[C:19]2[CH:20]=[CH:21][C:22]([C:25]3[CH:26]=[N:27][N:28]([CH3:30])[CH:29]=3)=[CH:23][CH:24]=2)=[O:8])[CH2:4]1. (4) Given the reactants [C:1]([CH2:3][C:4]([O:6][CH3:7])=[O:5])#[N:2].C(N(C(C)C)CC)(C)C.Br[CH2:18][C:19]([C:21]1[CH:26]=[CH:25][CH:24]=[CH:23][C:22]=1[CH3:27])=[O:20], predict the reaction product. The product is: [C:1]([CH:3]([CH2:18][C:19]([C:21]1[CH:26]=[CH:25][CH:24]=[CH:23][C:22]=1[CH3:27])=[O:20])[C:4]([O:6][CH3:7])=[O:5])#[N:2]. (5) The product is: [CH3:6][C:7]1[N:8]=[C:9]([C:15](=[O:17])[CH3:16])[S:10][CH:11]=1. Given the reactants C([Li])CCC.[CH3:6][C:7]1[N:8]=[CH:9][S:10][CH:11]=1.CON(C)[C:15](=[O:17])[CH3:16], predict the reaction product. (6) Given the reactants C(O)(=O)C(O)=O.CS(C)=O.[CH2:11]([N:18]([CH2:26][C:27]1[CH:32]=[CH:31][CH:30]=[CH:29][CH:28]=1)[CH:19]1[CH2:24][CH2:23][CH:22]([OH:25])[CH2:21][CH2:20]1)[C:12]1[CH:17]=[CH:16][CH:15]=[CH:14][CH:13]=1.CCN(CC)CC, predict the reaction product. The product is: [CH2:26]([N:18]([CH2:11][C:12]1[CH:17]=[CH:16][CH:15]=[CH:14][CH:13]=1)[CH:19]1[CH2:20][CH2:21][C:22](=[O:25])[CH2:23][CH2:24]1)[C:27]1[CH:28]=[CH:29][CH:30]=[CH:31][CH:32]=1. (7) Given the reactants C1(C2C=CC(C[NH:9][CH2:10][CH2:11][C:12]3[CH:17]=[CH:16][C:15](F)=[C:14]([C:19]([F:22])([F:21])[F:20])[CH:13]=3)=CC=2)CC1.[CH3:25][C:26]1([CH3:37])[C:34]2[C:29](=[CH:30][C:31]([CH:35]=O)=[CH:32][CH:33]=2)[CH2:28][CH2:27]1.FC(F)(F)C1C=C(CCN)C=CC=1.[BH4-].[Na+], predict the reaction product. The product is: [CH3:25][C:26]1([CH3:37])[C:34]2[C:29](=[CH:30][C:31]([CH2:35][NH:9][CH2:10][CH2:11][C:12]3[CH:17]=[CH:16][CH:15]=[C:14]([C:19]([F:20])([F:21])[F:22])[CH:13]=3)=[CH:32][CH:33]=2)[CH2:28][CH2:27]1.